From a dataset of Reaction yield outcomes from USPTO patents with 853,638 reactions. Predict the reaction yield, written as a fraction of the theoretical maximum amount of product (1.0 means a 100% yield; for example, 0.34 means a 34% yield). (1) The reactants are Cl[C:2]1[N:9]=[C:8]([Cl:10])[C:7]([F:11])=[CH:6][C:3]=1[C:4]#[N:5].[NH2:12][C:13]1[CH:14]=[C:15]([CH:21]=[CH:22][C:23]=1[CH3:24])[C:16]([NH:18][O:19][CH3:20])=[O:17].C(N(CC)CC)C. The catalyst is C(#N)C. The product is [C:4]([C:3]1[C:2]([NH:12][C:13]2[CH:14]=[C:15]([CH:21]=[CH:22][C:23]=2[CH3:24])[C:16]([NH:18][O:19][CH3:20])=[O:17])=[N:9][C:8]([Cl:10])=[C:7]([F:11])[CH:6]=1)#[N:5]. The yield is 0.210. (2) The reactants are Cl.[N:2]1[C:11]2[C:6](=[CH:7][CH:8]=[CH:9][CH:10]=2)[C:5]([CH2:12][C:13]([OH:15])=O)=[CH:4][CH:3]=1.[NH2:16][C:17]1[CH:22]=[N:21][CH:20]=[CH:19][N:18]=1. The catalyst is CN(C)C=O.N1C=CC=CC=1. The product is [N:18]1[CH:19]=[CH:20][N:21]=[CH:22][C:17]=1[NH:16][C:13](=[O:15])[CH2:12][C:5]1[C:6]2[C:11](=[CH:10][CH:9]=[CH:8][CH:7]=2)[N:2]=[CH:3][CH:4]=1. The yield is 0.620. (3) The reactants are C(OC(=O)[NH:7][CH:8]1[CH2:13][CH2:12][N:11]([S:14]([C:17]2[CH:22]=[CH:21][C:20]([C:23](=[O:33])[NH:24][CH2:25][CH2:26][C:27]3[CH:32]=[CH:31][CH:30]=[CH:29][CH:28]=3)=[C:19]([F:34])[CH:18]=2)(=[O:16])=[O:15])[CH2:10][CH2:9]1)(C)(C)C.Cl. The catalyst is O1CCOCC1. The product is [NH2:7][CH:8]1[CH2:9][CH2:10][N:11]([S:14]([C:17]2[CH:22]=[CH:21][C:20]([C:23]([NH:24][CH2:25][CH2:26][C:27]3[CH:28]=[CH:29][CH:30]=[CH:31][CH:32]=3)=[O:33])=[C:19]([F:34])[CH:18]=2)(=[O:15])=[O:16])[CH2:12][CH2:13]1. The yield is 0.800. (4) The reactants are [NH2:1][C:2]1[C:7]([N+:8]([O-:10])=[O:9])=[CH:6][C:5]([N:11]2[CH2:16][CH2:15][N:14]([C:17](=O)C)CC2)=[CH:4][C:3]=1[CH3:20].NC1C=C(N2CCN([C:36](=[O:38])[CH3:37])CC2)C=C(C)C=1N.BrC1C=C([N+]([O-])=O)C(N)=C(C)C=1.C(N1CCNCC1)(=O)C.C(P(C(C)(C)C)C(C)(C)C)(C)(C)C.CC(C)([O-])C.[Na+]. The catalyst is C1(C)C=CC=CC=1.CCOC(C)=O.C([O-])(=O)C.[Pd+2].C([O-])(=O)C. The product is [N:11]1([C:5]2[CH:6]=[C:7]([N+:8]([O-:10])=[O:9])[C:2]([NH:1][C:36](=[O:38])[CH3:37])=[C:3]([CH3:20])[CH:4]=2)[CH:16]=[CH:15][N:14]=[CH:17]1. The yield is 0.700. (5) The reactants are [CH3:1][O:2][C:3]1[N:8]=[C:7]([CH2:9]O)[CH:6]=[CH:5][CH:4]=1.O=S(Cl)[Cl:13]. The catalyst is C(Cl)Cl. The product is [Cl:13][CH2:9][C:7]1[CH:6]=[CH:5][CH:4]=[C:3]([O:2][CH3:1])[N:8]=1. The yield is 0.240. (6) The reactants are C([Li])(C)(C)C.Br[C:7]1[CH:16]=[CH:15][C:14]2[C:9](=[CH:10][CH:11]=[C:12]([O:17][CH3:18])[CH:13]=2)[CH:8]=1.[CH2:19]1[O:21][CH2:20]1.[NH4+].[Cl-]. The catalyst is C1COCC1.CCOCC. The product is [CH3:18][O:17][C:12]1[CH:13]=[C:14]2[C:9](=[CH:10][CH:11]=1)[CH:8]=[C:7]([CH2:19][CH2:20][OH:21])[CH:16]=[CH:15]2. The yield is 0.530.